Dataset: Full USPTO retrosynthesis dataset with 1.9M reactions from patents (1976-2016). Task: Predict the reactants needed to synthesize the given product. (1) Given the product [NH2:1][C:2]1[C:3]2[C:10]([C:29]3[CH:34]=[CH:33][CH:32]=[C:31]([O:35][CH2:36][C@@H:37]4[CH2:41][CH2:40][CH2:39][O:38]4)[CH:30]=3)=[CH:9][N:8]([CH:12]3[CH2:15][C:14]4([CH2:19][NH:18][C:17](=[O:20])[O:16]4)[CH2:13]3)[C:4]=2[N:5]=[CH:6][N:7]=1, predict the reactants needed to synthesize it. The reactants are: [NH2:1][C:2]1[C:3]2[C:10](I)=[CH:9][N:8]([CH:12]3[CH2:15][C:14]4([CH2:19][NH:18][C:17](=[O:20])[O:16]4)[CH2:13]3)[C:4]=2[N:5]=[CH:6][N:7]=1.CC1(C)C(C)(C)OB([C:29]2[CH:34]=[CH:33][CH:32]=[C:31]([O:35][CH2:36][C@@H:37]3[CH2:41][CH2:40][CH2:39][O:38]3)[CH:30]=2)O1. (2) The reactants are: [F:1][C:2]1[CH:7]=[CH:6][CH:5]=[C:4]([F:8])[C:3]=1[OH:9].[Br:10][CH2:11][CH2:12]Br.C([O-])([O-])=O.[K+].[K+]. Given the product [Br:10][CH2:11][CH2:12][O:9][C:3]1[C:2]([F:1])=[CH:7][CH:6]=[CH:5][C:4]=1[F:8], predict the reactants needed to synthesize it.